This data is from Full USPTO retrosynthesis dataset with 1.9M reactions from patents (1976-2016). The task is: Predict the reactants needed to synthesize the given product. (1) Given the product [C:1]([O:5][C:6](=[O:33])[NH:7][C:8]1[CH:9]=[CH:10][C:11]([O:14][C:15]2[CH:20]=[CH:19][C:18]([NH:21][C:22](=[O:29])[C:23]3[CH:24]=[CH:25][CH:26]=[CH:27][CH:28]=3)=[CH:17][C:16]=2[NH2:30])=[CH:12][CH:13]=1)([CH3:4])([CH3:2])[CH3:3], predict the reactants needed to synthesize it. The reactants are: [C:1]([O:5][C:6](=[O:33])[NH:7][C:8]1[CH:13]=[CH:12][C:11]([O:14][C:15]2[CH:20]=[CH:19][C:18]([NH:21][C:22](=[O:29])[C:23]3[CH:28]=[CH:27][CH:26]=[CH:25][CH:24]=3)=[CH:17][C:16]=2[N+:30]([O-])=O)=[CH:10][CH:9]=1)([CH3:4])([CH3:3])[CH3:2].[NH4+].[Cl-].CCOC(C)=O.C([O-])(O)=O.[Na+]. (2) Given the product [F:55][C@@H:11]([CH2:12][O:13][C@H:14]1[C@H:19]([C:20]2[CH:21]=[CH:22][C:23]([O:26][CH3:27])=[CH:24][CH:25]=2)[C@@H:18]([O:28][CH2:29][C:30]2[CH:31]=[CH:32][C:33]3[O:38][CH2:37][CH2:36][N:35]([CH2:39][CH2:40][CH2:41][O:42][CH3:43])[C:34]=3[CH:44]=2)[CH2:17][NH:16][CH2:15]1)[CH2:10][OH:9], predict the reactants needed to synthesize it. The reactants are: Cl.C([O:9][CH2:10][C@@H:11]([F:55])[CH2:12][O:13][C@H:14]1[C@H:19]([C:20]2[CH:25]=[CH:24][C:23]([O:26][CH3:27])=[CH:22][CH:21]=2)[C@@H:18]([O:28][CH2:29][C:30]2[CH:31]=[CH:32][C:33]3[O:38][CH2:37][CH2:36][N:35]([CH2:39][CH2:40][CH2:41][O:42][CH3:43])[C:34]=3[CH:44]=2)[CH2:17][N:16](C(OCC2C=CC=CC=2)=O)[CH2:15]1)C1C=CC=CC=1.